Dataset: Reaction yield outcomes from USPTO patents with 853,638 reactions. Task: Predict the reaction yield, written as a fraction of the theoretical maximum amount of product (1.0 means a 100% yield; for example, 0.34 means a 34% yield). The reactants are C(Cl)(=O)[C:2](Cl)=[O:3].[CH3:7][C:8]1[NH:9][C:10]([C:18]2[CH:23]=[CH:22][CH:21]=[CH:20][C:19]=2[O:24][C:25]2[CH:30]=[CH:29][CH:28]=[CH:27][CH:26]=2)=[CH:11][C:12]=1[C:13]([O:15][CH2:16][CH3:17])=[O:14].[OH-].[Na+]. The catalyst is CN(C)C=O. The product is [CH:2]([C:11]1[C:12]([C:13]([O:15][CH2:16][CH3:17])=[O:14])=[C:8]([CH3:7])[NH:9][C:10]=1[C:18]1[CH:23]=[CH:22][CH:21]=[CH:20][C:19]=1[O:24][C:25]1[CH:30]=[CH:29][CH:28]=[CH:27][CH:26]=1)=[O:3]. The yield is 0.920.